Predict the product of the given reaction. From a dataset of Forward reaction prediction with 1.9M reactions from USPTO patents (1976-2016). (1) The product is: [CH3:1][O:2][C:3](=[O:13])[C:4]1[CH:9]=[C:8]([N:16]([CH3:17])[CH3:15])[CH:7]=[CH:6][C:5]=1[C:11]#[N:12]. Given the reactants [CH3:1][O:2][C:3](=[O:13])[C:4]1[CH:9]=[C:8](F)[CH:7]=[CH:6][C:5]=1[C:11]#[N:12].Cl.[CH3:15][NH:16][CH3:17].C(=O)([O-])[O-].[K+].[K+], predict the reaction product. (2) Given the reactants [Cl:1][C:2]1[CH:8]=[CH:7][C:5]([NH2:6])=[CH:4][CH:3]=1.[CH3:9][N:10]1[C:14]([CH3:15])=[C:13]([S:16]([N:19]2[CH2:24][CH2:23][C:22](=O)[CH2:21][CH2:20]2)(=[O:18])=[O:17])[C:12]([CH3:26])=[N:11]1.[C:27](O)(=O)C.C(O[BH-](OC(=O)C)OC(=O)C)(=O)C.[Na+].C=O, predict the reaction product. The product is: [Cl:1][C:2]1[CH:8]=[CH:7][C:5]([NH:6][CH2:27][CH:22]2[CH2:23][CH2:24][N:19]([S:16]([C:13]3[C:12]([CH3:26])=[N:11][N:10]([CH3:9])[C:14]=3[CH3:15])(=[O:18])=[O:17])[CH2:20][CH2:21]2)=[CH:4][CH:3]=1. (3) Given the reactants [NH:1]1[C:9]2[C:4](=[CH:5][CH:6]=[CH:7][CH:8]=2)[CH2:3][CH2:2]1.C(N1[CH:21]=[CH:20][N:19]=[CH:18]1)([N:19]1[CH:20]=[CH:21]N=[CH:18]1)=S.NC1C=[CH:27][C:26]([CH2:29][C:30]([O:32][CH3:33])=[O:31])=[CH:25][C:24]=1[OH:34], predict the reaction product. The product is: [N:1]1([C:18]2[O:34][C:24]3[CH:25]=[C:26]([CH2:29][C:30]([O:32][CH3:33])=[O:31])[CH:27]=[CH:21][C:20]=3[N:19]=2)[C:9]2[C:4](=[CH:5][CH:6]=[CH:7][CH:8]=2)[CH2:3][CH2:2]1. (4) The product is: [CH:1]1([C:4]2[C:5]([O:20][CH2:21][CH:22]3[CH2:24][CH2:23]3)=[CH:6][C:7]([C:10]3[O:19][CH2:18][C:13]([CH2:14][CH3:15])([CH2:16][CH3:17])[N:12]=3)=[N:8][CH:9]=2)[CH2:3][CH2:2]1. Given the reactants [CH:1]1([C:4]2[C:5]([O:20][CH2:21][CH:22]3[CH2:24][CH2:23]3)=[CH:6][C:7]([C:10]([NH:12][C:13]([CH2:18][OH:19])([CH2:16][CH3:17])[CH2:14][CH3:15])=O)=[N:8][CH:9]=2)[CH2:3][CH2:2]1.CC[N+](S(N=C(OC)[O-])(=O)=O)(CC)CC, predict the reaction product. (5) The product is: [CH:1]([C@H:4]1[N:9]([C:10]2[N:15]=[C:14]([C:16]([F:19])([F:17])[F:18])[C:13]([CH3:20])=[CH:12][N:11]=2)[CH2:8][CH2:7][N:6]2[C:21]3[CH:27]=[C:26]([S:28]([CH3:31])(=[O:29])=[O:30])[C:25]([CH2:32][OH:33])=[CH:24][C:22]=3[N:23]=[C:5]12)([CH3:3])[CH3:2]. Given the reactants [CH:1]([C@H:4]1[N:9]([C:10]2[N:15]=[C:14]([C:16]([F:19])([F:18])[F:17])[C:13]([CH3:20])=[CH:12][N:11]=2)[CH2:8][CH2:7][N:6]2[C:21]3[CH:27]=[C:26]([S:28]([CH3:31])(=[O:30])=[O:29])[C:25]([C:32](OC)=[O:33])=[CH:24][C:22]=3[N:23]=[C:5]12)([CH3:3])[CH3:2].CC(C[AlH]CC(C)C)C, predict the reaction product. (6) Given the reactants [Cl:1][C:2]1[N:7]=[CH:6][C:5]([N:8]([CH3:24])[C:9](=[O:23])[C:10]([C:13]2[CH:18]=[C:17]([O:19]C)[CH:16]=[C:15]([O:21]C)[CH:14]=2)([CH3:12])[CH3:11])=[C:4]([C:25]2[CH:30]=[CH:29][CH:28]=[CH:27][C:26]=2[CH3:31])[CH:3]=1.C(Cl)Cl, predict the reaction product. The product is: [Cl:1][C:2]1[N:7]=[CH:6][C:5]([N:8]([CH3:24])[C:9](=[O:23])[C:10]([C:13]2[CH:18]=[C:17]([OH:19])[CH:16]=[C:15]([OH:21])[CH:14]=2)([CH3:11])[CH3:12])=[C:4]([C:25]2[CH:30]=[CH:29][CH:28]=[CH:27][C:26]=2[CH3:31])[CH:3]=1.